From a dataset of Catalyst prediction with 721,799 reactions and 888 catalyst types from USPTO. Predict which catalyst facilitates the given reaction. (1) Reactant: [Cl:1][C:2]1[CH:7]=[CH:6][N:5]=[C:4]2[NH:8][CH:9]=[CH:10][C:3]=12.C1C=C(Cl)C=C(C(OO)=[O:19])C=1.C([O-])([O-])=O.[K+].[K+]. Product: [Cl:1][C:2]1[CH:7]=[CH:6][N+:5]([O-:19])=[C:4]2[NH:8][CH:9]=[CH:10][C:3]=12. The catalyst class is: 146. (2) Reactant: [F:1][C:2]([F:35])([F:34])[C:3]1[CH:4]=[CH:5][C:6]2[N:10]=[C:9]([C:11]3[CH:12]=[CH:13][C:14]([N:17]4[CH2:22][CH2:21][CH:20]([O:23][C@@H:24]5[CH2:27][C@H:26]([C:28]([O:30]CC)=[O:29])[CH2:25]5)[CH2:19][CH2:18]4)=[N:15][CH:16]=3)[NH:8][C:7]=2[CH:33]=1.[OH-].[Li+]. Product: [F:35][C:2]([F:1])([F:34])[C:3]1[CH:4]=[CH:5][C:6]2[N:10]=[C:9]([C:11]3[CH:12]=[CH:13][C:14]([N:17]4[CH2:22][CH2:21][CH:20]([O:23][C@@H:24]5[CH2:25][C@H:26]([C:28]([OH:30])=[O:29])[CH2:27]5)[CH2:19][CH2:18]4)=[N:15][CH:16]=3)[NH:8][C:7]=2[CH:33]=1. The catalyst class is: 87. (3) Reactant: [CH2:1]([O:3][C:4](=[O:9])[C:5]([CH2:7]Br)=[CH2:6])[CH3:2].[N-:10]=[N+:11]=[N-:12].[Na+]. Product: [CH2:1]([O:3][C:4](=[O:9])[C:5]([CH2:7][N:10]=[N+:11]=[N-:12])=[CH2:6])[CH3:2]. The catalyst class is: 16.